Predict hERG channel inhibition at various concentrations. From a dataset of hERG Central: cardiac toxicity at 1µM, 10µM, and general inhibition. (1) The compound is Cl.OC(COc1ccccc1)CN1CCN(CC(O)COc2ccccc2)CC1. Results: hERG_inhib (hERG inhibition (general)): blocker. (2) The molecule is CC(C)OCCCN1C=C2C(=O)C(C)(OC(=O)CCc3ccccc3)C(=O)C=C2C=C1c1ccc(C#N)cc1. Results: hERG_inhib (hERG inhibition (general)): blocker. (3) The compound is O=C(CN1CCC(n2nnc3cc(F)ccc32)CC1)N1CCc2ccccc2C1. Results: hERG_inhib (hERG inhibition (general)): blocker. (4) The drug is CCCn1c(=N)n(CC(O)COc2ccc(C)cc2)c2ccccc21.Cl. Results: hERG_inhib (hERG inhibition (general)): blocker. (5) The drug is COc1ccccc1NC(=O)C(C)OC(=O)c1ccc(-n2cnnn2)cc1. Results: hERG_inhib (hERG inhibition (general)): blocker. (6) The compound is O=C(NCCCN1CCC(Cc2ccccc2)CC1)C1CC(=O)N(C2CCCCCC2)C1. Results: hERG_inhib (hERG inhibition (general)): blocker. (7) The compound is O=C(CN1CCCCC1)NN(Cc1ccccc1)c1ccccc1.O=C(O)C(=O)O. Results: hERG_inhib (hERG inhibition (general)): blocker. (8) The molecule is COc1ccc(Cl)cc1S(=O)(=O)Oc1ccc(NC(C)=O)cc1. Results: hERG_inhib (hERG inhibition (general)): blocker. (9) The molecule is COc1ccccc1NC(=O)CN1CCN(Cc2ccccc2)CC1. Results: hERG_inhib (hERG inhibition (general)): blocker.